Dataset: Forward reaction prediction with 1.9M reactions from USPTO patents (1976-2016). Task: Predict the product of the given reaction. Given the reactants Cl[C:2]1[CH:7]=[C:6]([Cl:8])[N:5]=[C:4]([CH:9]2[CH2:12][C:11]([F:14])([F:13])[CH2:10]2)[N:3]=1.Cl.[C@H:16]12[CH2:22][C@H:19]([NH:20][CH2:21]1)[CH2:18][O:17]2.C(N(CC)C(C)C)(C)C, predict the reaction product. The product is: [Cl:8][C:6]1[N:5]=[C:4]([CH:9]2[CH2:12][C:11]([F:14])([F:13])[CH2:10]2)[N:3]=[C:2]([N:20]2[CH2:21][C@@H:16]3[CH2:22][C@H:19]2[CH2:18][O:17]3)[CH:7]=1.